Predict which catalyst facilitates the given reaction. From a dataset of Catalyst prediction with 721,799 reactions and 888 catalyst types from USPTO. (1) Reactant: [F:1][C:2]1[CH:9]=[CH:8][C:5]([CH2:6][NH2:7])=[CH:4][C:3]=1[C:10]([F:13])([F:12])[F:11].[C:14](Cl)(Cl)=[O:15].CCN(C(C)C)C(C)C.[NH2:27][C:28]1[CH:37]=[CH:36][CH:35]=[C:34]2[C:29]=1[CH:30]=[C:31]([CH3:38])[N:32]=[CH:33]2. The catalyst class is: 11. Product: [F:1][C:2]1[CH:9]=[CH:8][C:5]([CH2:6][NH:7][C:14]([NH:27][C:28]2[CH:37]=[CH:36][CH:35]=[C:34]3[C:29]=2[CH:30]=[C:31]([CH3:38])[N:32]=[CH:33]3)=[O:15])=[CH:4][C:3]=1[C:10]([F:11])([F:12])[F:13]. (2) Reactant: [CH2:1]([O:3][C:4]([N:6]1[C:15]2[C:10](=[N:11][C:12]([O:16][CH3:17])=[CH:13][CH:14]=2)[C@@H:9]([NH:18][C:19]2[N:24]=[C:23]([CH2:25][C:26]3[CH:31]=[C:30]([C:32]([F:35])([F:34])[F:33])[CH:29]=[C:28]([C:36]([F:39])([F:38])[F:37])[CH:27]=3)[C:22]([OH:40])=[CH:21][N:20]=2)[CH2:8][C@H:7]1[CH2:41][CH3:42])=[O:5])[CH3:2].[CH3:43][O:44][C:45]([C:47]1[CH:52]=[CH:51][C:50](B(O)O)=[CH:49][CH:48]=1)=[O:46].C(N(CC)CC)C. Product: [CH2:1]([O:3][C:4]([N:6]1[C:15]2[C:10](=[N:11][C:12]([O:16][CH3:17])=[CH:13][CH:14]=2)[C@@H:9]([NH:18][C:19]2[N:24]=[C:23]([CH2:25][C:26]3[CH:31]=[C:30]([C:32]([F:35])([F:34])[F:33])[CH:29]=[C:28]([C:36]([F:38])([F:39])[F:37])[CH:27]=3)[C:22]([O:40][C:50]3[CH:51]=[CH:52][C:47]([C:45]([O:44][CH3:43])=[O:46])=[CH:48][CH:49]=3)=[CH:21][N:20]=2)[CH2:8][C@H:7]1[CH2:41][CH3:42])=[O:5])[CH3:2]. The catalyst class is: 302.